This data is from NCI-60 drug combinations with 297,098 pairs across 59 cell lines. The task is: Regression. Given two drug SMILES strings and cell line genomic features, predict the synergy score measuring deviation from expected non-interaction effect. (1) Drug 1: COC1=C(C=C2C(=C1)N=CN=C2NC3=CC(=C(C=C3)F)Cl)OCCCN4CCOCC4. Drug 2: C1=CC(=CC=C1CC(C(=O)O)N)N(CCCl)CCCl.Cl. Cell line: EKVX. Synergy scores: CSS=45.1, Synergy_ZIP=8.82, Synergy_Bliss=10.7, Synergy_Loewe=3.50, Synergy_HSA=10.3. (2) Drug 1: CC12CCC(CC1=CCC3C2CCC4(C3CC=C4C5=CN=CC=C5)C)O. Drug 2: C(CC(=O)O)C(=O)CN.Cl. Cell line: MALME-3M. Synergy scores: CSS=13.2, Synergy_ZIP=-2.89, Synergy_Bliss=-1.48, Synergy_Loewe=-2.13, Synergy_HSA=-1.52. (3) Drug 1: CC1OCC2C(O1)C(C(C(O2)OC3C4COC(=O)C4C(C5=CC6=C(C=C35)OCO6)C7=CC(=C(C(=C7)OC)O)OC)O)O. Drug 2: N.N.Cl[Pt+2]Cl. Cell line: HS 578T. Synergy scores: CSS=14.9, Synergy_ZIP=-5.77, Synergy_Bliss=-1.85, Synergy_Loewe=-13.0, Synergy_HSA=-3.26.